Task: Predict the reactants needed to synthesize the given product.. Dataset: Full USPTO retrosynthesis dataset with 1.9M reactions from patents (1976-2016) (1) Given the product [O:33]1[C:37]([CH2:38][NH:39][C:15](=[O:17])[C@@H:14]([N:11]2[CH2:10][C:9]3([CH2:21][CH2:22][CH2:23][N:8]3[C:6]([O:5][C:1]([CH3:3])([CH3:4])[CH3:2])=[O:7])[C:12]2=[O:13])[C@H:18]([OH:20])[CH3:19])=[N:36][CH:35]=[N:34]1, predict the reactants needed to synthesize it. The reactants are: [C:1]([O:5][C:6]([N:8]1[CH2:23][CH2:22][CH2:21][C:9]21[C:12](=[O:13])[N:11]([C@@H:14]([C@H:18]([OH:20])[CH3:19])[C:15]([OH:17])=O)[CH2:10]2)=[O:7])([CH3:4])([CH3:3])[CH3:2].CCN(C(C)C)C(C)C.[O:33]1[C:37]([CH2:38][NH2:39])=[N:36][CH:35]=[N:34]1.CN(C(ON1N=NC2C=CC=NC1=2)=[N+](C)C)C.F[P-](F)(F)(F)(F)F. (2) Given the product [Cl:1][C:2]1[C:7]([F:8])=[CH:6][CH:5]=[C:4]([NH2:9])[C:3]=1[NH:12][C:13]1[CH:18]=[CH:17][CH:16]=[CH:15][CH:14]=1, predict the reactants needed to synthesize it. The reactants are: [Cl:1][C:2]1[C:7]([F:8])=[CH:6][CH:5]=[C:4]([N+:9]([O-])=O)[C:3]=1[NH:12][C:13]1[CH:18]=[CH:17][CH:16]=[CH:15][CH:14]=1.[NH4+].[Cl-]. (3) Given the product [CH:7]([C:6]1[C:5]2[C:9](=[CH:10][CH:11]=[C:3]([C:1]#[N:2])[CH:4]=2)[NH:8][N:12]=1)=[O:17], predict the reactants needed to synthesize it. The reactants are: [C:1]([C:3]1[CH:4]=[C:5]2[C:9](=[CH:10][CH:11]=1)[NH:8][CH:7]=[CH:6]2)#[N:2].[N:12]([O-])=O.[Na+].Cl.[OH2:17]. (4) Given the product [CH3:1][O:2][C:3]1[CH:4]=[C:5]([CH:21]=[CH:22][C:23]=1[O:24][CH3:25])[CH2:6][CH:7]1[C:16]2[C:11](=[CH:12][C:13]([O:19][CH3:20])=[C:14]([O:17][CH3:18])[CH:15]=2)[CH2:10][CH2:9][N:8]1[CH2:27][C:28]([NH:35][CH:32]([CH2:33][CH3:34])[CH3:31])=[O:29], predict the reactants needed to synthesize it. The reactants are: [CH3:1][O:2][C:3]1[CH:4]=[C:5]([CH:21]=[CH:22][C:23]=1[O:24][CH3:25])[CH2:6][CH:7]1[C:16]2[C:11](=[CH:12][C:13]([O:19][CH3:20])=[C:14]([O:17][CH3:18])[CH:15]=2)[CH2:10][CH2:9][NH:8]1.Br[CH2:27][C:28](Br)=[O:29].[CH3:31][CH:32]([NH2:35])[CH2:33][CH3:34]. (5) Given the product [CH2:21]([O:20][C:18]([NH:17][C:10]1[C:11]2[C:16](=[CH:15][CH:14]=[CH:13][CH:12]=2)[C:7]([CH2:6][CH2:5][OH:4])=[C:8]([NH:28][C:29]([C:31]2[NH:32][C:33]3[C:38]([CH:39]=2)=[CH:37][C:36]([O:40][CH3:41])=[CH:35][CH:34]=3)=[O:30])[CH:9]=1)=[O:19])[C:22]1[CH:23]=[CH:24][CH:25]=[CH:26][CH:27]=1, predict the reactants needed to synthesize it. The reactants are: C([O:4][CH2:5][CH2:6][C:7]1[C:16]2[C:11](=[CH:12][CH:13]=[CH:14][CH:15]=2)[C:10]([NH:17][C:18]([O:20][CH2:21][C:22]2[CH:27]=[CH:26][CH:25]=[CH:24][CH:23]=2)=[O:19])=[CH:9][C:8]=1[NH:28][C:29]([C:31]1[NH:32][C:33]2[C:38]([CH:39]=1)=[CH:37][C:36]([O:40][CH3:41])=[CH:35][CH:34]=2)=[O:30])(=O)C.O1CCCC1.C(=O)([O-])[O-].[K+].[K+].